From a dataset of Forward reaction prediction with 1.9M reactions from USPTO patents (1976-2016). Predict the product of the given reaction. (1) Given the reactants [Br:1][C:2]1[CH:3]=[N:4][CH:5]=[C:6]([CH:9]=1)[CH:7]=[O:8].[BH4-].[Na+], predict the reaction product. The product is: [Br:1][C:2]1[CH:9]=[C:6]([CH2:7][OH:8])[CH:5]=[N:4][CH:3]=1. (2) Given the reactants Cl.[Cl:2][C:3]1[CH:8]=[CH:7][C:6]([C@@:9]2([OH:17])[CH2:14][CH2:13][NH:12][CH2:11][C@:10]2([CH3:16])[OH:15])=[CH:5][CH:4]=1.[CH:18]1([C:23]([NH:25][C:26]([CH3:32])([CH3:31])[CH2:27][C:28](O)=[O:29])=[O:24])[CH2:22][CH2:21][CH2:20][CH2:19]1.C(O)(C(F)(F)F)=O.C(#N)C.O.C(O)(C(F)(F)F)=O, predict the reaction product. The product is: [Cl:2][C:3]1[CH:8]=[CH:7][C:6]([C@@:9]2([OH:17])[CH2:14][CH2:13][N:12]([C:28](=[O:29])[CH2:27][C:26]([NH:25][C:23]([CH:18]3[CH2:22][CH2:21][CH2:20][CH2:19]3)=[O:24])([CH3:32])[CH3:31])[CH2:11][C@@:10]2([OH:15])[CH3:16])=[CH:5][CH:4]=1. (3) The product is: [NH2:1][C:2]1[N:3]=[CH:4][C:5]([C:26]2[CH:27]=[CH:28][C:29]([OH:32])=[CH:30][CH:31]=2)=[C:6]([CH2:24][CH3:25])[C:7]=1[C:8]1[CH:9]=[C:10]2[C:14](=[CH:15][CH:16]=1)[NH:13][N:12]=[CH:11]2. Given the reactants [NH2:1][C:2]1[C:7]([C:8]2[CH:9]=[C:10]3[C:14](=[CH:15][CH:16]=2)[N:13](C(OC(C)(C)C)=O)[N:12]=[CH:11]3)=[C:6]([CH2:24][CH3:25])[C:5]([C:26]2[CH:31]=[CH:30][C:29]([OH:32])=[CH:28][CH:27]=2)=[CH:4][N:3]=1.Cl.CCOC(C)=O, predict the reaction product. (4) The product is: [Br-:23].[C:32]([C:31]1[CH:34]=[CH:35][C:28]([O:27][CH2:26][CH2:25][CH2:24][N+:1]23[CH2:6][CH2:5][C:4]([C:9]([OH:10])([C:17]4[CH:22]=[CH:21][CH:20]=[CH:19][CH:18]=4)[C:11]4[CH:12]=[CH:13][CH:14]=[CH:15][CH:16]=4)([CH2:3][CH2:2]2)[CH2:7][CH2:8]3)=[CH:29][CH:30]=1)#[N:33]. Given the reactants [N:1]12[CH2:8][CH2:7][C:4]([C:9]([C:17]3[CH:22]=[CH:21][CH:20]=[CH:19][CH:18]=3)([C:11]3[CH:16]=[CH:15][CH:14]=[CH:13][CH:12]=3)[OH:10])([CH2:5][CH2:6]1)[CH2:3][CH2:2]2.[Br:23][CH2:24][CH2:25][CH2:26][O:27][C:28]1[CH:35]=[CH:34][C:31]([C:32]#[N:33])=[CH:30][CH:29]=1, predict the reaction product. (5) Given the reactants [OH-].[Na+:2].[NH2:3][C:4]1[CH:13]=[C:12]([O:14][CH3:15])[C:7]([C:8]([O:10]C)=[O:9])=[C:6]([O:16][CH3:17])[CH:5]=1, predict the reaction product. The product is: [NH2:3][C:4]1[CH:5]=[C:6]([O:16][CH3:17])[C:7]([C:8]([O-:10])=[O:9])=[C:12]([O:14][CH3:15])[CH:13]=1.[Na+:2]. (6) Given the reactants C1C2C(C[O:15][C:16]([N:18]([CH3:46])[C@H:19]([C:23]([NH:25][C@H:26]([C:30]([N:32]([C@@H:34]([C@@H:42]([CH3:45])[CH2:43][CH3:44])[C@H:35]([O:40][CH3:41])[CH2:36][C:37]([OH:39])=[O:38])[CH3:33])=[O:31])[CH:27]([CH3:29])[CH3:28])=[O:24])[CH:20]([CH3:22])[CH3:21])=[O:17])C3C(=CC=CC=3)C=2C=CC=1.N1CCCCC1.C(OC(O[C:56]([CH3:59])([CH3:58])[CH3:57])=O)(O[C:56]([CH3:59])([CH3:58])[CH3:57])=O, predict the reaction product. The product is: [C:56]([O:15][C:16]([N:18]([CH3:46])[C@H:19]([C:23]([NH:25][C@H:26]([C:30]([N:32]([C@@H:34]([C@@H:42]([CH3:45])[CH2:43][CH3:44])[C@H:35]([O:40][CH3:41])[CH2:36][C:37]([OH:39])=[O:38])[CH3:33])=[O:31])[CH:27]([CH3:28])[CH3:29])=[O:24])[CH:20]([CH3:22])[CH3:21])=[O:17])([CH3:59])([CH3:58])[CH3:57].